This data is from Full USPTO retrosynthesis dataset with 1.9M reactions from patents (1976-2016). The task is: Predict the reactants needed to synthesize the given product. (1) Given the product [CH3:13][O:14][C:15]([C:16]1[CH:17]=[N:10][C:3]([C:4]2[CH:9]=[CH:8][CH:7]=[CH:6][CH:5]=2)=[N:11][CH:19]=1)=[O:24], predict the reactants needed to synthesize it. The reactants are: O.Cl.[C:3]([NH2:11])(=[NH:10])[C:4]1[CH:9]=[CH:8][CH:7]=[CH:6][CH:5]=1.[Na].[CH3:13][O:14][C:15](=[O:24])[C:16]([CH:19](OC)OC)=[CH:17]O.O. (2) Given the product [CH2:1]([C@H:8]([NH:21][C:22]([C@@H:24]([NH:35][C:36]([C@@H:38]([NH:40][C:41]([C:43]1[N:44]([CH3:48])[N:45]=[CH:46][CH:47]=1)=[O:42])[CH3:39])=[O:37])[CH2:25][C:26]1[C:34]2[C:29](=[CH:30][CH:31]=[CH:32][CH:33]=2)[NH:28][CH:27]=1)=[O:23])[C:9]([C:11](=[O:20])[NH:12][CH2:13][C:14]1[CH:15]=[CH:16][CH:17]=[CH:18][CH:19]=1)=[O:10])[C:2]1[CH:7]=[CH:6][CH:5]=[CH:4][CH:3]=1, predict the reactants needed to synthesize it. The reactants are: [CH2:1]([C@H:8]([NH:21][C:22]([C@@H:24]([NH:35][C:36]([C@@H:38]([NH:40][C:41]([C:43]1[N:44]([CH3:48])[N:45]=[CH:46][CH:47]=1)=[O:42])[CH3:39])=[O:37])[CH2:25][C:26]1[C:34]2[C:29](=[CH:30][CH:31]=[CH:32][CH:33]=2)[NH:28][CH:27]=1)=[O:23])[CH:9]([C:11](=[O:20])[NH:12][CH2:13][C:14]1[CH:19]=[CH:18][CH:17]=[CH:16][CH:15]=1)[OH:10])[C:2]1[CH:7]=[CH:6][CH:5]=[CH:4][CH:3]=1.CC(OI1(OC(C)=O)(OC(C)=O)OC(=O)C2C=CC=CC1=2)=O. (3) The reactants are: F[C:2]1[CH:7]=[C:6]([C:8]2[N:9]=[C:10]([S:20][CH3:21])[NH:11][C:12]=2[C:13]2[CH:18]=[CH:17][C:16]([F:19])=[CH:15][CH:14]=2)[CH:5]=[CH:4][N:3]=1.[CH:22]1([NH2:28])[CH2:27][CH2:26][CH2:25][CH2:24][CH2:23]1. Given the product [CH:22]1([NH:28][C:2]2[CH:7]=[C:6]([C:8]3[N:9]=[C:10]([S:20][CH3:21])[NH:11][C:12]=3[C:13]3[CH:18]=[CH:17][C:16]([F:19])=[CH:15][CH:14]=3)[CH:5]=[CH:4][N:3]=2)[CH2:27][CH2:26][CH2:25][CH2:24][CH2:23]1, predict the reactants needed to synthesize it. (4) Given the product [ClH:27].[CH3:1][O:2][C:3]1[CH:4]=[C:5]([C:9]2([CH2:21][C:22]([N:24]([CH3:26])[CH3:25])=[O:23])[CH2:14][CH2:13][N:12]([C:15]3[N:16]=[CH:17][CH:18]=[CH:19][N:20]=3)[CH2:11][CH2:10]2)[CH:6]=[CH:7][CH:8]=1, predict the reactants needed to synthesize it. The reactants are: [CH3:1][O:2][C:3]1[CH:4]=[C:5]([C:9]2([CH2:21][C:22]([N:24]([CH3:26])[CH3:25])=[O:23])[CH2:14][CH2:13][N:12]([C:15]3[N:20]=[CH:19][CH:18]=[CH:17][N:16]=3)[CH2:11][CH2:10]2)[CH:6]=[CH:7][CH:8]=1.[ClH:27].C(OCC)C.C(OCC)C.